From a dataset of Full USPTO retrosynthesis dataset with 1.9M reactions from patents (1976-2016). Predict the reactants needed to synthesize the given product. The reactants are: [C:1]([O:5][C:6]([N:8]1[CH2:13][CH2:12][CH:11]([NH:14][CH2:15][C:16]2[N:20]=[C:19]([C:21]3[O:29][C:28]4[CH:27]=[CH:26][N:25]=[CH:24][C:23]=4[CH:22]=3)[O:18][N:17]=2)[CH2:10][CH2:9]1)=[O:7])([CH3:4])([CH3:3])[CH3:2].[CH3:30][CH:31]=O.[BH-](OC(C)=O)(OC(C)=O)OC(C)=O.[Na+]. Given the product [C:1]([O:5][C:6]([N:8]1[CH2:9][CH2:10][CH:11]([N:14]([CH2:30][CH3:31])[CH2:15][C:16]2[N:20]=[C:19]([C:21]3[O:29][C:28]4[CH:27]=[CH:26][N:25]=[CH:24][C:23]=4[CH:22]=3)[O:18][N:17]=2)[CH2:12][CH2:13]1)=[O:7])([CH3:4])([CH3:2])[CH3:3], predict the reactants needed to synthesize it.